This data is from Reaction yield outcomes from USPTO patents with 853,638 reactions. The task is: Predict the reaction yield, written as a fraction of the theoretical maximum amount of product (1.0 means a 100% yield; for example, 0.34 means a 34% yield). The reactants are [OH:1][C:2]1[CH:11]=[C:10]2[C:5]([C:6]([S:12][CH3:13])=[N:7][CH:8]=[N:9]2)=[CH:4][CH:3]=1.[H-].[Na+].[C:16]([N:19]1[CH2:24][CH2:23][N:22]([C:25](=[O:30])[CH2:26][CH2:27][CH2:28]Cl)[CH2:21][CH2:20]1)(=[O:18])[CH3:17].[Cl-].[NH4+]. The catalyst is CN(C)C=O. The product is [C:16]([N:19]1[CH2:24][CH2:23][N:22]([C:25](=[O:30])[CH2:26][CH2:27][CH2:28][O:1][C:2]2[CH:11]=[C:10]3[C:5]([C:6]([S:12][CH3:13])=[N:7][CH:8]=[N:9]3)=[CH:4][CH:3]=2)[CH2:21][CH2:20]1)(=[O:18])[CH3:17]. The yield is 0.330.